Dataset: Forward reaction prediction with 1.9M reactions from USPTO patents (1976-2016). Task: Predict the product of the given reaction. (1) Given the reactants [CH2:1]([O:8][C:9]1[C:10]([C:25]([O:27][CH3:28])=[O:26])=[N:11][N:12]2[CH:17]([C:18]([O:20]CC)=[O:19])[CH2:16][N:15]([CH3:23])[C:14](=[O:24])[C:13]=12)[C:2]1[CH:7]=[CH:6][CH:5]=[CH:4][CH:3]=1.[OH-].[Na+], predict the reaction product. The product is: [CH2:1]([O:8][C:9]1[C:10]([C:25]([O:27][CH3:28])=[O:26])=[N:11][N:12]2[CH:17]([C:18]([OH:20])=[O:19])[CH2:16][N:15]([CH3:23])[C:14](=[O:24])[C:13]=12)[C:2]1[CH:7]=[CH:6][CH:5]=[CH:4][CH:3]=1. (2) Given the reactants [H-].[Na+].[Cl:3][C:4]1[CH:5]=[C:6]([CH2:11][C:12]#[N:13])[CH:7]=[CH:8][C:9]=1[Cl:10].Cl/[CH:15]=[CH:16]\[CH2:17][CH2:18]Cl.O, predict the reaction product. The product is: [Cl:3][C:4]1[CH:5]=[C:6]([C:11]2([C:12]#[N:13])[CH2:18][CH:17]=[CH:16][CH2:15]2)[CH:7]=[CH:8][C:9]=1[Cl:10].